Predict the reaction yield, written as a fraction of the theoretical maximum amount of product (1.0 means a 100% yield; for example, 0.34 means a 34% yield). From a dataset of Reaction yield outcomes from USPTO patents with 853,638 reactions. (1) The reactants are [Br:1][C:2]1[CH:3]=[N:4][C:5]([C:8]2[C:13]([F:14])=[CH:12][C:11]([O:15]C)=[CH:10][C:9]=2[F:17])=[N:6][CH:7]=1.B(Br)(Br)Br.CO.C([O-])(O)=O.[Na+]. The catalyst is C(Cl)Cl.C(OCC)(=O)C. The product is [Br:1][C:2]1[CH:7]=[N:6][C:5]([C:8]2[C:9]([F:17])=[CH:10][C:11]([OH:15])=[CH:12][C:13]=2[F:14])=[N:4][CH:3]=1. The yield is 0.850. (2) The reactants are I[C:2]1[CH:7]=[CH:6][C:5]([C:8]2[O:9][C:10]3[CH:16]=[CH:15][CH:14]=[CH:13][C:11]=3[N:12]=2)=[CH:4][CH:3]=1.[CH:17]1[C:29]2[NH:28][C:27]3[C:22](=[CH:23][CH:24]=[CH:25][CH:26]=3)[C:21]=2[CH:20]=[CH:19][CH:18]=1.CC(C)([O-])C.[Na+].C(P(C(C)(C)C)C(C)(C)C)(C)(C)C. The catalyst is C1C=CC(/C=C/C(/C=C/C2C=CC=CC=2)=O)=CC=1.C1C=CC(/C=C/C(/C=C/C2C=CC=CC=2)=O)=CC=1.[Pd].C1(C)C=CC=CC=1.CCCCCC. The product is [O:9]1[C:10]2[CH:16]=[CH:15][CH:14]=[CH:13][C:11]=2[N:12]=[C:8]1[C:5]1[CH:6]=[CH:7][C:2]([N:28]2[C:29]3[CH:17]=[CH:18][CH:19]=[CH:20][C:21]=3[C:22]3[C:27]2=[CH:26][CH:25]=[CH:24][CH:23]=3)=[CH:3][CH:4]=1. The yield is 0.890. (3) The reactants are [Cl:1][C:2]1[CH:7]=[CH:6][C:5]([CH2:8][C:9](OCC)=O)=[C:4]([N+:14]([O-])=O)[C:3]=1C.[K].[C:19](=O)([O-])O.[Na+].[C:24]([O:27][CH2:28][CH3:29])(=[O:26])C. The catalyst is C(O)(=O)C.[Fe]. The product is [Cl:1][C:2]1[CH:3]=[C:4]2[C:5]([CH:8]=[C:9]([C:24]([O:27][CH2:28][CH3:29])=[O:26])[NH:14]2)=[CH:6][C:7]=1[CH3:19]. The yield is 0.140. (4) The reactants are [Cl-].[Cl-].[Cl-].[Al+3].[Cl:5][C:6]1[C:15]2[C:10](=[CH:11][C:12]([O:16]C)=[CH:13][CH:14]=2)[N:9]=[N:8][CH:7]=1. The catalyst is C1C=CC=CC=1. The product is [Cl:5][C:6]1[C:15]2[C:10](=[CH:11][C:12]([OH:16])=[CH:13][CH:14]=2)[N:9]=[N:8][CH:7]=1. The yield is 0.530. (5) The reactants are C(Cl)(=O)C(Cl)=O.[CH2:7]([C:11]1[N:19]=[C:18]([Cl:20])[CH:17]=[CH:16][C:12]=1[C:13]([OH:15])=O)[CH2:8][CH2:9][CH3:10].Cl.[CH:22]12[CH2:31][CH:26]3[CH2:27][CH:28]([CH2:30][CH:24]([CH2:25]3)[CH:23]1[NH2:32])[CH2:29]2.C(N(C(C)C)C(C)C)C. The catalyst is ClCCl. The product is [CH:22]12[CH2:31][CH:26]3[CH2:27][CH:28]([CH2:30][CH:24]([CH2:25]3)[CH:23]1[NH:32][C:13](=[O:15])[C:12]1[CH:16]=[CH:17][C:18]([Cl:20])=[N:19][C:11]=1[CH2:7][CH2:8][CH2:9][CH3:10])[CH2:29]2. The yield is 0.830. (6) The product is [C:1](=[O:11])([S:6][C:7]([CH3:10])([CH3:9])[CH3:8])[O:2][CH:3]([O:17][C:12](=[O:16])[CH:13]([CH3:15])[CH3:14])[CH3:4]. The yield is 0.900. The reactants are [C:1](=[O:11])([S:6][C:7]([CH3:10])([CH3:9])[CH3:8])[O:2][CH:3](Cl)[CH3:4].[C:12]([OH:17])(=[O:16])[CH:13]([CH3:15])[CH3:14].C(N(C(C)C)CC)(C)C. The catalyst is CCOCC. (7) The reactants are Cl.[Cl:2][C:3]1[CH:11]=[CH:10][CH:9]=[C:8]2[C:4]=1[CH2:5][N:6]([C:12]([O:14][C@H:15]1[CH2:32][N:31]3[C@H:17]([C:18](=[O:45])[NH:19][C@:20]4([C:36](=[O:44])[NH:37][S:38]([CH:41]5[CH2:43][CH2:42]5)(=[O:40])=[O:39])[CH2:35][C@H:21]4[CH:22]=[CH:23][CH2:24][O:25][CH2:26][CH2:27][CH2:28][C@H:29]([NH2:34])[C:30]3=[O:33])[CH2:16]1)=[O:13])[CH2:7]2.C(N(CC)CC)C.[N:53]1([C:58](N2C=CN=C2)=[S:59])C=CN=C1.N.S([O-])(O)(=O)=O.[K+]. The catalyst is C1COCC1.O. The product is [Cl:2][C:3]1[CH:11]=[CH:10][CH:9]=[C:8]2[C:4]=1[CH2:5][N:6]([C:12]([O:14][C@H:15]1[CH2:32][N:31]3[C@H:17]([C:18](=[O:45])[NH:19][C@:20]4([C:36](=[O:44])[NH:37][S:38]([CH:41]5[CH2:42][CH2:43]5)(=[O:39])=[O:40])[CH2:35][C@H:21]4[CH:22]=[CH:23][CH2:24][O:25][CH2:26][CH2:27][CH2:28][C@H:29]([NH:34][C:58]([NH2:53])=[S:59])[C:30]3=[O:33])[CH2:16]1)=[O:13])[CH2:7]2. The yield is 0.800. (8) The reactants are [Cl:1][C:2]1[C:12]2[CH2:11][CH2:10][C@H:9]([NH:13]C(=O)C)[CH2:8][CH:7](O)[C:6]=2[C:5]([O:18][CH3:19])=[C:4]([N+:20]([O-:22])=[O:21])[CH:3]=1.Cl.[OH-].[Na+]. The catalyst is O. The product is [Cl:1][C:2]1[C:12]2[CH2:11][CH2:10][C@H:9]([NH2:13])[CH:8]=[CH:7][C:6]=2[C:5]([O:18][CH3:19])=[C:4]([N+:20]([O-:22])=[O:21])[CH:3]=1. The yield is 0.500.